From a dataset of Forward reaction prediction with 1.9M reactions from USPTO patents (1976-2016). Predict the product of the given reaction. Given the reactants [CH2:1]([C:3]1[C:7]([CH2:8][CH3:9])=[CH:6][NH:5][C:4]=1[CH:10]=O)[CH3:2].[C:12]([CH2:14][C:15]([O:17][CH2:18][CH3:19])=[O:16])#[N:13].C(NCC)C, predict the reaction product. The product is: [CH2:18]([O:17][C:15](=[O:16])[C:14]([C:12]#[N:13])=[CH:10][C:4]1[NH:5][CH:6]=[C:7]([CH2:8][CH3:9])[C:3]=1[CH2:1][CH3:2])[CH3:19].